Dataset: Catalyst prediction with 721,799 reactions and 888 catalyst types from USPTO. Task: Predict which catalyst facilitates the given reaction. (1) Reactant: Cl[CH2:2][CH:3]1[O:8][CH2:7][CH2:6][N:5]([CH2:9][C:10]2[CH:15]=[CH:14][CH:13]=[CH:12][CH:11]=2)[CH2:4]1.[NH2:16][CH3:17]. Product: [CH3:17][NH:16][CH2:2][CH:3]1[O:8][CH2:7][CH2:6][N:5]([CH2:9][C:10]2[CH:15]=[CH:14][CH:13]=[CH:12][CH:11]=2)[CH2:4]1. The catalyst class is: 14. (2) Reactant: Cl.[Cl:2][C:3]1[CH:4]=[C:5]2[C:9](=[CH:10][CH:11]=1)[NH:8][C:7]([C:12]1[CH:13]=[N:14][CH:15]=[CH:16][CH:17]=1)=[C:6]2[CH3:18].C[Si]([N-][Si](C)(C)C)(C)C.[K+].Cl[CH2:30][CH2:31][O:32][Si](C)(C)C.Cl. Product: [Cl:2][C:3]1[CH:4]=[C:5]2[C:9](=[CH:10][CH:11]=1)[N:8]([CH2:30][CH2:31][OH:32])[C:7]([C:12]1[CH:13]=[N:14][CH:15]=[CH:16][CH:17]=1)=[C:6]2[CH3:18]. The catalyst class is: 1. (3) Reactant: CN(C(ON1N=NC2C=CC=CC1=2)=[N+](C)C)C.[B-](F)(F)(F)F.[F:23][C:24]1[CH:25]=[CH:26][C:27]([O:30][CH2:31][CH2:32][C@@H:33]2[CH2:39][C@H:38]3[C@H:36]([CH2:37]3)[CH2:35][NH:34]2)=[N:28][CH:29]=1.[CH3:40][C:41]1[N:46]=[C:45]([C:47](O)=[O:48])[C:44]([N:50]2[N:54]=[CH:53][CH:52]=[N:51]2)=[CH:43][CH:42]=1.CCN(C(C)C)C(C)C. Product: [F:23][C:24]1[CH:25]=[CH:26][C:27]([O:30][CH2:31][CH2:32][C@@H:33]2[CH2:39][C@H:38]3[C@H:36]([CH2:37]3)[CH2:35][N:34]2[C:47]([C:45]2[C:44]([N:50]3[N:54]=[CH:53][CH:52]=[N:51]3)=[CH:43][CH:42]=[C:41]([CH3:40])[N:46]=2)=[O:48])=[N:28][CH:29]=1. The catalyst class is: 2.